From a dataset of Experimentally validated miRNA-target interactions with 360,000+ pairs, plus equal number of negative samples. Binary Classification. Given a miRNA mature sequence and a target amino acid sequence, predict their likelihood of interaction. (1) The miRNA is hsa-miR-766-3p with sequence ACUCCAGCCCCACAGCCUCAGC. The protein sequence of the target gene is METMRAQRLQPGVGTSGRGTLRALRPGVTGAAAATATPPAGPPPAPPPPAPPPPPLLLSGAPGLPLPPGAAGSPAVLREAVEAVVRSFAKHTQGYGRVNVVEALQEFWQMKQSRGADLKNGALVVYEMVPSNSPPYVCYVTLPGGSCFGSFQFCPTKAEARRSAAKIALMNSVFNEHPSRRITDEFIEKSVSEALASFNGNREEADNPNTGIGAFRFMLESNKGKSMLEFQELMTVFQLLHWNGSLKAMRERQCSRQEVLAHYSHRALDDDIRHQMALDWVSREQSVPGALSRELASTER.... Result: 1 (interaction). (2) The miRNA is mmu-miR-511-3p with sequence AAUGUGUAGCAAAAGACAGGAU. The protein sequence of the target gene is MPQTPPFSAMFDSSGYNRNLYQSAEDSCGGLYYHDNNLLSGSLEALIQHLVPNVDYYPDRTYIFTFLLSSRLFMHPYELMAKVCHLCVEHQRLSDPDSDKNQMRKIAPKILQLLTEWTETFPYDFRDERMMRNLKDLAHRIASGEEQTYRKNVQQMMQCLIRKLAALSQYEEVLAKISSTSTDRLTVLKTKPQSIQRDIITVCNDPYTLAQQLTHIELERLNYIGPEEFVQAFVQKDPLDNDKSCYSERKKTRNLEAYVEWFNRLSYLVATEICMPVKKKHRARMIEYFIDVARECFNIG.... Result: 0 (no interaction).